This data is from Forward reaction prediction with 1.9M reactions from USPTO patents (1976-2016). The task is: Predict the product of the given reaction. (1) Given the reactants [F:1][C:2]1[CH:3]=[C:4]([C:9](=O)[CH2:10][CH2:11][C:12]([CH3:18])([CH3:17])[C:13]([O:15][CH3:16])=[O:14])[CH:5]=[C:6]([F:8])[CH:7]=1.[CH3:20][C:21]([S@@:24]([NH2:26])=[O:25])([CH3:23])[CH3:22].[BH4-].[Na+].CO, predict the reaction product. The product is: [C:21]([S@@:24]([NH:26][C@H:9]([C:4]1[CH:3]=[C:2]([F:1])[CH:7]=[C:6]([F:8])[CH:5]=1)[CH2:10][CH2:11][C:12]([CH3:18])([CH3:17])[C:13]([O:15][CH3:16])=[O:14])=[O:25])([CH3:23])([CH3:22])[CH3:20]. (2) Given the reactants [Na].[Cl:2][C:3]1[CH:8]=[C:7]([NH2:9])[CH:6]=[C:5](Cl)[N:4]=1.[CH3:11][OH:12], predict the reaction product. The product is: [Cl:2][C:3]1[CH:8]=[C:7]([NH2:9])[CH:6]=[C:5]([O:12][CH3:11])[N:4]=1. (3) Given the reactants [C:1]([O:5][C:6]([N:8]1[CH2:13][CH2:12][CH:11]([C:14]([OH:16])=O)[CH2:10][CH2:9]1)=[O:7])([CH3:4])([CH3:3])[CH3:2].CN1CCOCC1.ClC(OCC(C)C)=O.[CH3:32][O:33][NH:34][CH3:35].C(N(CC)CC)C, predict the reaction product. The product is: [CH3:32][O:33][N:34]([CH3:35])[C:14]([CH:11]1[CH2:10][CH2:9][N:8]([C:6]([O:5][C:1]([CH3:2])([CH3:3])[CH3:4])=[O:7])[CH2:13][CH2:12]1)=[O:16]. (4) Given the reactants [CH:1]1([C:4]2[CH:5]=[C:6]([C:20]([O:22]CC)=[O:21])[C:7]3[C:12]([CH3:13])=[N:11][N:10]([CH:14]4[CH2:19][CH2:18][O:17][CH2:16][CH2:15]4)[C:8]=3[N:9]=2)[CH2:3][CH2:2]1.[OH-].[Na+], predict the reaction product. The product is: [CH:1]1([C:4]2[CH:5]=[C:6]([C:20]([OH:22])=[O:21])[C:7]3[C:12]([CH3:13])=[N:11][N:10]([CH:14]4[CH2:19][CH2:18][O:17][CH2:16][CH2:15]4)[C:8]=3[N:9]=2)[CH2:2][CH2:3]1. (5) Given the reactants [N+:1]([CH2:4][C:5]1[CH:6]=[N:7][NH:8][CH:9]=1)([O-:3])=[O:2].[O:10]1[CH:15]=[CH:14][CH2:13][CH2:12][CH2:11]1.O.CC1C=CC(S(O)(=O)=O)=CC=1.C(=O)([O-])O.[Na+], predict the reaction product. The product is: [N+:1]([CH2:4][C:5]1[CH:6]=[N:7][N:8]([CH:11]2[CH2:12][CH2:13][CH2:14][CH2:15][O:10]2)[CH:9]=1)([O-:3])=[O:2]. (6) The product is: [Br:9][C:5]1[CH:6]=[C:7]([O:8][CH2:11][CH:12]2[CH2:14][CH2:13]2)[C:2]([NH2:1])=[N:3][CH:4]=1. Given the reactants [NH2:1][C:2]1[C:7]([OH:8])=[CH:6][C:5]([Br:9])=[CH:4][N:3]=1.Br[CH2:11][CH:12]1[CH2:14][CH2:13]1.[OH-].[Na+], predict the reaction product. (7) Given the reactants [CH2:1]([C:4]1[C:8]([CH2:9][CH2:10][CH2:11][OH:12])=[CH:7][N:6]([C:13]2[CH:18]=[CH:17][C:16]([C:19]([F:22])([F:21])[F:20])=[CH:15][N:14]=2)[N:5]=1)[CH2:2][CH3:3].O[C:24]1[CH:25]=[C:26]([CH2:32][CH2:33][C:34]([O:36]CC)=[O:35])[CH:27]=[C:28]([O:30][CH3:31])[CH:29]=1.C(P(CCCC)CCCC)CCC.N(C(N1CCCCC1)=O)=NC(N1CCCCC1)=O, predict the reaction product. The product is: [CH3:31][O:30][C:28]1[CH:27]=[C:26]([CH2:32][CH2:33][C:34]([OH:36])=[O:35])[CH:25]=[C:24]([O:12][CH2:11][CH2:10][CH2:9][C:8]2[C:4]([CH2:1][CH2:2][CH3:3])=[N:5][N:6]([C:13]3[CH:18]=[CH:17][C:16]([C:19]([F:21])([F:20])[F:22])=[CH:15][N:14]=3)[CH:7]=2)[CH:29]=1. (8) Given the reactants Br[CH2:2]/[CH:3]=[CH:4]/[C:5]([OH:7])=O.Cl.[Cl:9][C:10]1[CH:11]=[C:12]([OH:30])[CH:13]=[C:14]([NH:16][C:17]2[C:18]3[C:25]4[CH2:26][CH2:27][NH:28][CH2:29][C:24]=4[S:23][C:19]=3[N:20]=[CH:21][N:22]=2)[CH:15]=1.[CH3:31][O:32][CH2:33][CH2:34][NH:35][CH2:36][CH2:37][O:38][CH3:39], predict the reaction product. The product is: [CH3:31][O:32][CH2:33][CH2:34][N:35]([CH2:36][CH2:37][O:38][CH3:39])[CH2:2]/[CH:3]=[CH:4]/[C:5]([N:28]1[CH2:27][CH2:26][C:25]2[C:18]3[C:17]([NH:16][C:14]4[CH:13]=[C:12]([OH:30])[CH:11]=[C:10]([Cl:9])[CH:15]=4)=[N:22][CH:21]=[N:20][C:19]=3[S:23][C:24]=2[CH2:29]1)=[O:7].